Dataset: NCI-60 drug combinations with 297,098 pairs across 59 cell lines. Task: Regression. Given two drug SMILES strings and cell line genomic features, predict the synergy score measuring deviation from expected non-interaction effect. (1) Synergy scores: CSS=37.8, Synergy_ZIP=-2.04, Synergy_Bliss=-2.99, Synergy_Loewe=-1.70, Synergy_HSA=-0.628. Drug 2: CC1C(C(CC(O1)OC2CC(CC3=C2C(=C4C(=C3O)C(=O)C5=CC=CC=C5C4=O)O)(C(=O)C)O)N)O. Cell line: CAKI-1. Drug 1: CC1CC2CCC3C(=C)CC(O3)CCC45CC6C(O4)C7C(O6)C(O5)C8C(O7)CCC(O8)CC(=O)CC9C(CC(C1=C)O2)OC(C9OC)CC(CN)O.CS(=O)(=O)O. (2) Drug 2: COC1=NC(=NC2=C1N=CN2C3C(C(C(O3)CO)O)O)N. Synergy scores: CSS=50.8, Synergy_ZIP=6.61, Synergy_Bliss=7.78, Synergy_Loewe=-0.863, Synergy_HSA=8.14. Drug 1: CC12CCC3C(C1CCC2=O)CC(=C)C4=CC(=O)C=CC34C. Cell line: SK-MEL-28. (3) Drug 1: CC1=CC=C(C=C1)C2=CC(=NN2C3=CC=C(C=C3)S(=O)(=O)N)C(F)(F)F. Drug 2: CC12CCC3C(C1CCC2OP(=O)(O)O)CCC4=C3C=CC(=C4)OC(=O)N(CCCl)CCCl.[Na+]. Cell line: NCI/ADR-RES. Synergy scores: CSS=-3.44, Synergy_ZIP=2.80, Synergy_Bliss=3.27, Synergy_Loewe=-2.34, Synergy_HSA=-2.30. (4) Drug 1: CC1CCC2CC(C(=CC=CC=CC(CC(C(=O)C(C(C(=CC(C(=O)CC(OC(=O)C3CCCCN3C(=O)C(=O)C1(O2)O)C(C)CC4CCC(C(C4)OC)OCCO)C)C)O)OC)C)C)C)OC. Drug 2: CC1=C(N=C(N=C1N)C(CC(=O)N)NCC(C(=O)N)N)C(=O)NC(C(C2=CN=CN2)OC3C(C(C(C(O3)CO)O)O)OC4C(C(C(C(O4)CO)O)OC(=O)N)O)C(=O)NC(C)C(C(C)C(=O)NC(C(C)O)C(=O)NCCC5=NC(=CS5)C6=NC(=CS6)C(=O)NCCC[S+](C)C)O. Cell line: RXF 393. Synergy scores: CSS=20.2, Synergy_ZIP=-6.76, Synergy_Bliss=-0.467, Synergy_Loewe=0.463, Synergy_HSA=0.766. (5) Drug 1: COC1=C(C=C2C(=C1)N=CN=C2NC3=CC(=C(C=C3)F)Cl)OCCCN4CCOCC4. Drug 2: CNC(=O)C1=NC=CC(=C1)OC2=CC=C(C=C2)NC(=O)NC3=CC(=C(C=C3)Cl)C(F)(F)F. Cell line: NCIH23. Synergy scores: CSS=26.2, Synergy_ZIP=-5.58, Synergy_Bliss=-2.06, Synergy_Loewe=-2.37, Synergy_HSA=-0.648. (6) Drug 1: CCN(CC)CCNC(=O)C1=C(NC(=C1C)C=C2C3=C(C=CC(=C3)F)NC2=O)C. Drug 2: CNC(=O)C1=NC=CC(=C1)OC2=CC=C(C=C2)NC(=O)NC3=CC(=C(C=C3)Cl)C(F)(F)F. Cell line: HOP-92. Synergy scores: CSS=-4.38, Synergy_ZIP=0.624, Synergy_Bliss=-3.56, Synergy_Loewe=-2.84, Synergy_HSA=-4.58. (7) Synergy scores: CSS=15.6, Synergy_ZIP=-5.20, Synergy_Bliss=2.13, Synergy_Loewe=-6.81, Synergy_HSA=2.69. Cell line: OVCAR-5. Drug 1: CS(=O)(=O)C1=CC(=C(C=C1)C(=O)NC2=CC(=C(C=C2)Cl)C3=CC=CC=N3)Cl. Drug 2: C1=NC2=C(N=C(N=C2N1C3C(C(C(O3)CO)O)F)Cl)N.